The task is: Predict which catalyst facilitates the given reaction.. This data is from Catalyst prediction with 721,799 reactions and 888 catalyst types from USPTO. (1) Product: [CH2:35]([N:32]1[C:27]2=[N:28][C:29]([CH2:30][CH3:31])=[C:24]([CH2:23][NH:22][C:20]([C:16]3[CH:17]=[CH:18][CH:19]=[C:14]([C:12]([NH:11][CH2:10][C:4]4[CH:3]=[C:2]([C:56]5[CH:55]=[CH:54][CH:53]=[C:52]([CH2:51][CH:48]6[CH2:49][CH2:50][N:45]([CH3:44])[CH2:46][CH2:47]6)[CH:57]=5)[C:7]([O:8][CH3:9])=[CH:6][CH:5]=4)=[O:13])[N:15]=3)=[O:21])[C:25]([NH:37][CH:38]3[CH2:43][CH2:42][O:41][CH2:40][CH2:39]3)=[C:26]2[CH:34]=[N:33]1)[CH3:36]. Reactant: Br[C:2]1[CH:3]=[C:4]([CH2:10][NH:11][C:12]([C:14]2[CH:19]=[CH:18][CH:17]=[C:16]([C:20]([NH:22][CH2:23][C:24]3[C:25]([NH:37][CH:38]4[CH2:43][CH2:42][O:41][CH2:40][CH2:39]4)=[C:26]4[CH:34]=[N:33][N:32]([CH2:35][CH3:36])[C:27]4=[N:28][C:29]=3[CH2:30][CH3:31])=[O:21])[N:15]=2)=[O:13])[CH:5]=[CH:6][C:7]=1[O:8][CH3:9].[CH3:44][N:45]1[CH2:50][CH2:49][CH:48]([CH2:51][C:52]2[CH:57]=[CH:56][CH:55]=[C:54](B3OC(C)(C)C(C)(C)O3)[CH:53]=2)[CH2:47][CH2:46]1.C([O-])([O-])=O.[Na+].[Na+]. The catalyst class is: 117. (2) Reactant: [OH-].[K+].[NH2:3][C:4]1[N:9]=[CH:8][C:7]([C:10]2[CH:11]=[N:12][N:13]([C@H:15]3[CH2:19][N:18]([C:20]([O:22][C:23]([CH3:26])([CH3:25])[CH3:24])=[O:21])[C@H:17]([C:27]([O:29]C)=[O:28])[CH2:16]3)[CH:14]=2)=[CH:6][C:5]=1[C:31]1[O:32][C:33]2[CH:39]=[CH:38][CH:37]=[CH:36][C:34]=2[N:35]=1. Product: [NH2:3][C:4]1[N:9]=[CH:8][C:7]([C:10]2[CH:11]=[N:12][N:13]([C@H:15]3[CH2:19][N:18]([C:20]([O:22][C:23]([CH3:25])([CH3:26])[CH3:24])=[O:21])[C@H:17]([C:27]([OH:29])=[O:28])[CH2:16]3)[CH:14]=2)=[CH:6][C:5]=1[C:31]1[O:32][C:33]2[CH:39]=[CH:38][CH:37]=[CH:36][C:34]=2[N:35]=1. The catalyst class is: 5. (3) Reactant: [NH2:1][C:2]1[CH:3]=[C:4]([C:8]2[N:13]=[C:12](Cl)[C:11]3[N:15]=[C:16]([C:20]4[C:21]([NH2:25])=[N:22][O:23][N:24]=4)[N:17]([CH2:18][CH3:19])[C:10]=3[CH:9]=2)[CH:5]=[CH:6][CH:7]=1.[OH:26][C:27]([CH3:31])([C:29]#[CH:30])[CH3:28].C(N(CC)CC)C. Product: [NH2:25][C:21]1[C:20]([C:16]2[N:17]([CH2:18][CH3:19])[C:10]3[CH:9]=[C:8]([C:4]4[CH:5]=[CH:6][CH:7]=[C:2]([NH2:1])[CH:3]=4)[N:13]=[C:12]([C:30]#[C:29][C:27]([CH3:31])([OH:26])[CH3:28])[C:11]=3[N:15]=2)=[N:24][O:23][N:22]=1. The catalyst class is: 122.